Dataset: Catalyst prediction with 721,799 reactions and 888 catalyst types from USPTO. Task: Predict which catalyst facilitates the given reaction. (1) Reactant: O=[C:2]1[CH2:6][CH2:5][N:4]([C:7]([O:9][C:10]([CH3:13])([CH3:12])[CH3:11])=[O:8])[CH2:3]1.[C-:14]#[N:15].[K+].S(=O)(O)[O-].[Na+].CCN(S(F)(F)[F:28])CC. Product: [C:14]([C:2]1([F:28])[CH2:6][CH2:5][N:4]([C:7]([O:9][C:10]([CH3:13])([CH3:12])[CH3:11])=[O:8])[CH2:3]1)#[N:15]. The catalyst class is: 20. (2) Reactant: [CH3:1][C:2]1([CH3:10])[O:4][CH:3]1[C:5]([O:7][CH2:8][CH3:9])=[O:6]. Product: [OH:4][CH:3]([C:2]([CH3:10])=[CH2:1])[C:5]([O:7][CH2:8][CH3:9])=[O:6]. The catalyst class is: 48. (3) Reactant: C([O:3][C:4](=O)[CH2:5][NH:6][CH2:7][C:8]1[C:9]([NH2:15])=[N:10][CH:11]=[C:12]([Br:14])[CH:13]=1)C.[H-].[Na+]. Product: [Br:14][C:12]1[CH:11]=[N:10][C:9]2[NH:15][C:4](=[O:3])[CH2:5][NH:6][CH2:7][C:8]=2[CH:13]=1. The catalyst class is: 58. (4) Reactant: [OH:1][C:2]1[CH:3]=[N:4][C:5]([CH3:8])=[CH:6][CH:7]=1.[Cl:9]N1C(=O)CCC1=O.S(OS([O-])=O)([O-])=O.[Na+].[Na+].C[O-].[Na+].Cl. Product: [Cl:9][C:3]1[C:2]([OH:1])=[CH:7][CH:6]=[C:5]([CH3:8])[N:4]=1. The catalyst class is: 86. (5) Reactant: [Cl:1][C:2]1[CH:3]=[C:4]([C:12]2[O:16][N:15]=[C:14]([C:17]3[C:27]4[O:26][CH2:25][CH2:24][N:23]([C:28]([O:30][C:31]([CH3:34])([CH3:33])[CH3:32])=[O:29])[CH:22]([CH2:35][CH2:36][C:37]([O:39]C)=[O:38])[C:21]=4[CH:20]=[CH:19][CH:18]=3)[N:13]=2)[CH:5]=[CH:6][C:7]=1[O:8][CH:9]([CH3:11])[CH3:10].[OH-].[Na+]. Product: [Cl:1][C:2]1[CH:3]=[C:4]([C:12]2[O:16][N:15]=[C:14]([C:17]3[C:27]4[O:26][CH2:25][CH2:24][N:23]([C:28]([O:30][C:31]([CH3:32])([CH3:33])[CH3:34])=[O:29])[CH:22]([CH2:35][CH2:36][C:37]([OH:39])=[O:38])[C:21]=4[CH:20]=[CH:19][CH:18]=3)[N:13]=2)[CH:5]=[CH:6][C:7]=1[O:8][CH:9]([CH3:11])[CH3:10]. The catalyst class is: 8.